From a dataset of CYP2C9 inhibition data for predicting drug metabolism from PubChem BioAssay. Regression/Classification. Given a drug SMILES string, predict its absorption, distribution, metabolism, or excretion properties. Task type varies by dataset: regression for continuous measurements (e.g., permeability, clearance, half-life) or binary classification for categorical outcomes (e.g., BBB penetration, CYP inhibition). Dataset: cyp2c9_veith. (1) The drug is Br.COc1ccc2c(c1)nc(SCC(=O)c1ccc(Br)s1)n2C. The result is 1 (inhibitor). (2) The compound is O=S(=O)(c1ccccc1)N1N=C(c2cccs2)CC1c1ccc(Br)cc1. The result is 1 (inhibitor). (3) The compound is CC(=O)C1=C(C)OC(N)=C(C#N)C1c1cc2cccc(C)c2nc1Cl. The result is 1 (inhibitor). (4) The drug is O=C(COC(=O)C1CCN(S(=O)(=O)c2cc([N+](=O)[O-])ccc2Cl)CC1)Nc1ncc(Cl)cc1Cl. The result is 1 (inhibitor). (5) The drug is COc1cccc2c1C(=O)c1c(O)c3c(c(O)c1C2=O)C[C@@](O)(C(=O)CO)C[C@H]3O[C@H]1C[C@@H](N)[C@H](O)[C@@H](C)O1.[W]. The result is 0 (non-inhibitor).